Dataset: Peptide-MHC class I binding affinity with 185,985 pairs from IEDB/IMGT. Task: Regression. Given a peptide amino acid sequence and an MHC pseudo amino acid sequence, predict their binding affinity value. This is MHC class I binding data. (1) The peptide sequence is TQVYIAVNDK. The MHC is HLA-A33:01 with pseudo-sequence HLA-A33:01. The binding affinity (normalized) is 0.155. (2) The peptide sequence is YEVPAALIL. The MHC is HLA-B15:17 with pseudo-sequence HLA-B15:17. The binding affinity (normalized) is 0.416. (3) The peptide sequence is QASQDVKNW. The MHC is HLA-B35:03 with pseudo-sequence HLA-B35:03. The binding affinity (normalized) is 0. (4) The peptide sequence is YLAPSYRNF. The MHC is HLA-A01:01 with pseudo-sequence HLA-A01:01. The binding affinity (normalized) is 0.0847. (5) The peptide sequence is EDKAWLVHR. The MHC is HLA-A33:01 with pseudo-sequence HLA-A33:01. The binding affinity (normalized) is 0.746. (6) The peptide sequence is SNTTGKLIW. The MHC is HLA-A24:02 with pseudo-sequence HLA-A24:02. The binding affinity (normalized) is 0.149. (7) The peptide sequence is APITTTTTV. The MHC is HLA-B07:02 with pseudo-sequence HLA-B07:02. The binding affinity (normalized) is 0.760.